Task: Predict the reactants needed to synthesize the given product.. Dataset: Full USPTO retrosynthesis dataset with 1.9M reactions from patents (1976-2016) (1) Given the product [F:19][C:20]1[CH:21]=[CH:22][C:23]([C:29]2[N:30]=[CH:31][CH:32]=[CH:33][N:34]=2)=[C:24]([CH:28]=1)[C:25]([NH:18][C@@H:16]([CH3:17])[CH2:15][N:13]1[CH:14]=[C:10]([C:7]2[CH:6]=[CH:5][C:4]([F:3])=[CH:9][N:8]=2)[CH:11]=[N:12]1)=[O:26], predict the reactants needed to synthesize it. The reactants are: Cl.Cl.[F:3][C:4]1[CH:5]=[CH:6][C:7]([C:10]2[CH:11]=[N:12][N:13]([CH2:15][C@@H:16]([NH2:18])[CH3:17])[CH:14]=2)=[N:8][CH:9]=1.[F:19][C:20]1[CH:21]=[CH:22][C:23]([C:29]2[N:34]=[CH:33][CH:32]=[CH:31][N:30]=2)=[C:24]([CH:28]=1)[C:25](O)=[O:26]. (2) Given the product [C:1]1([CH:7]([O:14][C:15](=[O:31])[C:16]([OH:30])=[CH:17][C:18]([C:20]2[C:28]3[C:23](=[CH:24][CH:25]=[C:26]([Cl:29])[CH:27]=3)[N:22]([C:36](=[O:37])[N:35]([CH3:39])[CH3:34])[CH:21]=2)=[O:19])[C:8]2[CH:9]=[CH:10][CH:11]=[CH:12][CH:13]=2)[CH:6]=[CH:5][CH:4]=[CH:3][CH:2]=1, predict the reactants needed to synthesize it. The reactants are: [C:1]1([CH:7]([O:14][C:15](=[O:31])[C:16]([OH:30])=[CH:17][C:18]([C:20]2[C:28]3[C:23](=[CH:24][CH:25]=[C:26]([Cl:29])[CH:27]=3)[NH:22][CH:21]=2)=[O:19])[C:8]2[CH:13]=[CH:12][CH:11]=[CH:10][CH:9]=2)[CH:6]=[CH:5][CH:4]=[CH:3][CH:2]=1.[H-].[Na+].[CH3:34][N:35]([CH3:39])[C:36](Cl)=[O:37].[Cl-].[NH4+]. (3) Given the product [F:23][C:18]1[CH:17]=[C:16]([CH:21]=[CH:20][C:19]=1[F:22])[CH2:15][N:8]1[C:9]2[CH:14]=[CH:13][C:12]([Br:29])=[CH:11][C:10]=2[N:6]([CH2:5][C:4]2[CH:25]=[CH:26][C:27]([F:28])=[C:2]([F:1])[CH:3]=2)[C:7]1=[NH:24], predict the reactants needed to synthesize it. The reactants are: [F:1][C:2]1[CH:3]=[C:4]([CH:25]=[CH:26][C:27]=1[F:28])[CH2:5][N:6]1[C:10]2[CH:11]=[CH:12][CH:13]=[CH:14][C:9]=2[N:8]([CH2:15][C:16]2[CH:21]=[CH:20][C:19]([F:22])=[C:18]([F:23])[CH:17]=2)[C:7]1=[NH:24].[Br:29]Br.C([O-])(O)=O.[Na+]. (4) Given the product [C:21]([O:23][CH2:12][CH2:11][CH2:10][CH2:9][CH2:8][CH2:7][NH2:6])(=[O:22])[CH2:20][CH2:19][CH2:18][CH2:17][CH2:16][CH2:15][C:14]([O:13][CH2:12][CH2:11][CH2:10][CH2:9][CH2:8][CH2:7][NH2:6])=[O:25], predict the reactants needed to synthesize it. The reactants are: CS(O)(=O)=O.[NH2:6][CH2:7][CH2:8][CH2:9][CH2:10][CH2:11][CH2:12][OH:13].[C:14]([OH:25])(=O)[CH2:15][CH2:16][CH2:17][CH2:18][CH2:19][CH2:20][C:21]([OH:23])=[O:22]. (5) Given the product [F:1][C:2]1[CH:7]=[C:6]([F:8])[C:5]([F:9])=[CH:4][C:3]=1[CH:10]([OH:12])[CH3:11], predict the reactants needed to synthesize it. The reactants are: [F:1][C:2]1[CH:7]=[C:6]([F:8])[C:5]([F:9])=[CH:4][C:3]=1[C:10](=[O:12])[CH3:11].[BH4-].[Na+]. (6) Given the product [Cl:23][C:20]1[CH:19]=[CH:18][C:17]([N:13]2[CH2:14][CH2:15][CH2:16][N:11]([NH:10][C:45](=[O:46])/[CH:44]=[CH:43]/[C:41]3[CH:40]=[CH:39][C:38]([N:48]4[CH:52]=[C:51]([CH3:53])[N:50]=[CH:49]4)=[C:37]([O:36][CH3:35])[N:42]=3)[C:12]2=[O:24])=[CH:22][CH:21]=1, predict the reactants needed to synthesize it. The reactants are: C(N(C(C)C)CC)(C)C.[NH2:10][N:11]1[CH2:16][CH2:15][CH2:14][N:13]([C:17]2[CH:22]=[CH:21][C:20]([Cl:23])=[CH:19][CH:18]=2)[C:12]1=[O:24].C1C=CC2N(O)N=NC=2C=1.[CH3:35][O:36][C:37]1[N:42]=[C:41](/[CH:43]=[CH:44]/[C:45](O)=[O:46])[CH:40]=[CH:39][C:38]=1[N:48]1[CH:52]=[C:51]([CH3:53])[N:50]=[CH:49]1.